This data is from Reaction yield outcomes from USPTO patents with 853,638 reactions. The task is: Predict the reaction yield, written as a fraction of the theoretical maximum amount of product (1.0 means a 100% yield; for example, 0.34 means a 34% yield). (1) The reactants are [Cl:1][C:2]1[CH:10]=[CH:9][CH:8]=[C:7]([C:11]2[CH:16]=[CH:15][N:14]=[CH:13][CH:12]=2)[C:3]=1[CH:4]=[N:5][OH:6].[Cl:17][CH:18]([Cl:30])[C:19]([NH:21][C:22]1[CH:27]=[CH:26][CH:25]=[C:24](C#C)[CH:23]=1)=[O:20].[CH3:31][C:32]1[CH:37]=CC(S([N-]Cl)(=O)=O)=CC=1.O.[Na+].C([OH:47])C. The catalyst is CO. The product is [Cl:30][CH:18]([Cl:17])[C:19]([NH:21][C:22]1[CH:23]=[CH:24][CH:25]=[CH:26][C:27]=1[C:31]([C:32]1[O:6][N:5]=[C:4]([C:3]2[C:7]([C:11]3[CH:16]=[CH:15][N:14]=[CH:13][CH:12]=3)=[CH:8][CH:9]=[CH:10][C:2]=2[Cl:1])[CH:37]=1)=[O:47])=[O:20]. The yield is 0.130. (2) The reactants are [CH3:1][O:2][C:3]([C:5]1[C:13]2[N:12]([CH:14]3[CH2:16][CH2:15]3)[C:11]([C@@H:17]([NH:19][C:20]3[N:28]=[CH:27][N:26]=[C:25]4[C:21]=3[N:22]=[CH:23][N:24]4C3CCCCO3)[CH3:18])=[N:10][C:9]=2[CH:8]=[CH:7][C:6]=1[F:35])=[O:4]. The catalyst is C(Cl)Cl. The product is [CH:14]1([N:12]2[C:13]3[C:5]([C:3]([O:2][CH3:1])=[O:4])=[C:6]([F:35])[CH:7]=[CH:8][C:9]=3[N:10]=[C:11]2[C@@H:17]([NH:19][C:20]2[N:28]=[CH:27][N:26]=[C:25]3[C:21]=2[N:22]=[CH:23][NH:24]3)[CH3:18])[CH2:16][CH2:15]1. The yield is 0.250. (3) The reactants are CC1N=C(N2C(=O)N(CC3C=CC(C(F)(F)F)=CC=3)N=C2)SC=1C(O)=O.[F:27][C:28]1[CH:49]=[CH:48][C:31]([CH2:32][N:33]2[C:37](=[O:38])[N:36]([C:39]3[S:40][C:41]([C:45](O)=[O:46])=[C:42]([CH3:44])[N:43]=3)[CH:35]=[N:34]2)=[CH:30][CH:29]=1.Cl.[O:51]1[CH:55]=[C:54]([CH2:56][NH2:57])[N:53]=[CH:52]1. No catalyst specified. The product is [F:27][C:28]1[CH:49]=[CH:48][C:31]([CH2:32][N:33]2[C:37](=[O:38])[N:36]([C:39]3[S:40][C:41]([C:45]([NH:57][CH2:56][C:54]4[N:53]=[CH:52][O:51][CH:55]=4)=[O:46])=[C:42]([CH3:44])[N:43]=3)[CH:35]=[N:34]2)=[CH:30][CH:29]=1. The yield is 0.510. (4) The reactants are FC1C=CC([N:8]([CH3:32])[C:9]([C:11]2[C:16]([CH3:17])=[CH:15][C:14]([N:18]3[CH2:23][CH2:22][O:21][CH2:20][CH2:19]3)=[CH:13][C:12]=2OS(C(F)(F)F)(=O)=O)=[O:10])=CC=1.[F-:33].[K+].[Br-].[K+].[CH:37]1(B(O)O)[CH2:39][CH2:38]1. The catalyst is C1(C)C=CC=CC=1. The product is [F:33][C:11]1[CH:16]=[CH:15][C:14]([CH2:32][NH:8][C:9](=[O:10])[C:11]2[C:16]([CH3:17])=[CH:15][C:14]([N:18]3[CH2:23][CH2:22][O:21][CH2:20][CH2:19]3)=[CH:13][C:12]=2[CH:37]2[CH2:39][CH2:38]2)=[CH:13][CH:12]=1. The yield is 0.280. (5) The reactants are [C:1]1([C:7]2[NH:11][CH:10]=[C:9]([CH:12]=[O:13])[CH:8]=2)[CH:6]=[CH:5][CH:4]=[CH:3][CH:2]=1.[H-].[Na+].C1OCCOCCOCCOCCOC1.[Cl:31][C:32]1[N:37]=[CH:36][C:35]([S:38](Cl)(=[O:40])=[O:39])=[CH:34][CH:33]=1. The catalyst is O1CCCC1.C(OCC)(=O)C. The product is [Cl:31][C:32]1[N:37]=[CH:36][C:35]([S:38]([N:11]2[C:7]([C:1]3[CH:6]=[CH:5][CH:4]=[CH:3][CH:2]=3)=[CH:8][C:9]([CH:12]=[O:13])=[CH:10]2)(=[O:40])=[O:39])=[CH:34][CH:33]=1. The yield is 0.730. (6) The reactants are F[C:2]1[CH:10]=[CH:9][C:8]([N+:11]([O-:13])=[O:12])=[CH:7][C:3]=1[C:4]([OH:6])=[O:5].[NH:14]1[CH2:19][CH2:18][O:17][CH2:16][CH2:15]1. The catalyst is O1CCOCC1. The product is [N:14]1([C:2]2[CH:10]=[CH:9][C:8]([N+:11]([O-:13])=[O:12])=[CH:7][C:3]=2[C:4]([OH:6])=[O:5])[CH2:19][CH2:18][O:17][CH2:16][CH2:15]1. The yield is 0.930.